From a dataset of Forward reaction prediction with 1.9M reactions from USPTO patents (1976-2016). Predict the product of the given reaction. (1) The product is: [Cl:22][C:14]1[N:13]=[CH:12][N:11]([C:8]2[CH:7]=[CH:6][C:5]([S:2]([CH3:1])(=[O:3])=[O:4])=[CH:10][N:9]=2)[C:15]=1[C:16]1[CH:17]=[CH:18][CH:19]=[CH:20][CH:21]=1. Given the reactants [CH3:1][S:2]([C:5]1[CH:6]=[CH:7][C:8]([N:11]2[C:15]([C:16]3[CH:21]=[CH:20][CH:19]=[CH:18][CH:17]=3)=[CH:14][N:13]=[CH:12]2)=[N:9][CH:10]=1)(=[O:4])=[O:3].[Cl:22]N1C(=O)CCC1=O, predict the reaction product. (2) Given the reactants Br[C:2]1[N:7]=[CH:6][N:5]2[C:8]([CH3:11])=[N:9][N:10]=[C:4]2[C:3]=1[C:12]1[CH:17]=[CH:16][CH:15]=[CH:14][CH:13]=1.[CH:18]([C:20]1[CH:25]=[CH:24][C:23](B(O)O)=[CH:22][CH:21]=1)=[O:19].C([O-])([O-])=O.[Cs+].[Cs+], predict the reaction product. The product is: [CH3:11][C:8]1[N:5]2[CH:6]=[N:7][C:2]([C:23]3[CH:24]=[CH:25][C:20]([CH:18]=[O:19])=[CH:21][CH:22]=3)=[C:3]([C:12]3[CH:17]=[CH:16][CH:15]=[CH:14][CH:13]=3)[C:4]2=[N:10][N:9]=1.